Dataset: Reaction yield outcomes from USPTO patents with 853,638 reactions. Task: Predict the reaction yield, written as a fraction of the theoretical maximum amount of product (1.0 means a 100% yield; for example, 0.34 means a 34% yield). The reactants are [C:1]([OH:6])(=O)[CH:2]([CH3:4])[CH3:3].C(N(CC)CC)C.ON1C2C=CC=CC=2N=N1.Cl.C(N=C=NCCCN(C)C)C.[N:36]1([C:42]([O:44][C:45]([CH3:48])([CH3:47])[CH3:46])=[O:43])[CH2:41][CH2:40][NH:39][CH2:38][CH2:37]1. The catalyst is ClCCl. The product is [C:1]([N:39]1[CH2:38][CH2:37][N:36]([C:42]([O:44][C:45]([CH3:48])([CH3:47])[CH3:46])=[O:43])[CH2:41][CH2:40]1)(=[O:6])[CH:2]([CH3:4])[CH3:3]. The yield is 0.780.